From a dataset of NCI-60 drug combinations with 297,098 pairs across 59 cell lines. Regression. Given two drug SMILES strings and cell line genomic features, predict the synergy score measuring deviation from expected non-interaction effect. (1) Drug 1: C1=CC=C(C=C1)NC(=O)CCCCCCC(=O)NO. Drug 2: CC1CCC2CC(C(=CC=CC=CC(CC(C(=O)C(C(C(=CC(C(=O)CC(OC(=O)C3CCCCN3C(=O)C(=O)C1(O2)O)C(C)CC4CCC(C(C4)OC)OCCO)C)C)O)OC)C)C)C)OC. Cell line: IGROV1. Synergy scores: CSS=8.79, Synergy_ZIP=4.16, Synergy_Bliss=5.64, Synergy_Loewe=-9.57, Synergy_HSA=1.53. (2) Drug 1: CC1=C(C=C(C=C1)C(=O)NC2=CC(=CC(=C2)C(F)(F)F)N3C=C(N=C3)C)NC4=NC=CC(=N4)C5=CN=CC=C5. Drug 2: CC(C)(C#N)C1=CC(=CC(=C1)CN2C=NC=N2)C(C)(C)C#N. Cell line: U251. Synergy scores: CSS=3.02, Synergy_ZIP=0.282, Synergy_Bliss=-2.55, Synergy_Loewe=-0.724, Synergy_HSA=-2.31. (3) Drug 1: CC1=CC=C(C=C1)C2=CC(=NN2C3=CC=C(C=C3)S(=O)(=O)N)C(F)(F)F. Drug 2: CC(C)(C#N)C1=CC(=CC(=C1)CN2C=NC=N2)C(C)(C)C#N. Cell line: SF-295. Synergy scores: CSS=-5.42, Synergy_ZIP=1.76, Synergy_Bliss=-0.649, Synergy_Loewe=-6.51, Synergy_HSA=-5.16. (4) Drug 1: CC1=C2C(C(=O)C3(C(CC4C(C3C(C(C2(C)C)(CC1OC(=O)C(C(C5=CC=CC=C5)NC(=O)OC(C)(C)C)O)O)OC(=O)C6=CC=CC=C6)(CO4)OC(=O)C)O)C)O. Drug 2: C1CN(P(=O)(OC1)NCCCl)CCCl. Cell line: PC-3. Synergy scores: CSS=5.42, Synergy_ZIP=0.487, Synergy_Bliss=-2.65, Synergy_Loewe=6.23, Synergy_HSA=-2.08. (5) Drug 1: C1C(C(OC1N2C=C(C(=O)NC2=O)F)CO)O. Drug 2: C(CCl)NC(=O)N(CCCl)N=O. Cell line: OVCAR-8. Synergy scores: CSS=24.5, Synergy_ZIP=-7.31, Synergy_Bliss=-0.328, Synergy_Loewe=-44.0, Synergy_HSA=1.50. (6) Drug 1: CS(=O)(=O)C1=CC(=C(C=C1)C(=O)NC2=CC(=C(C=C2)Cl)C3=CC=CC=N3)Cl. Drug 2: C1CCC(C1)C(CC#N)N2C=C(C=N2)C3=C4C=CNC4=NC=N3. Cell line: HCC-2998. Synergy scores: CSS=1.74, Synergy_ZIP=-0.167, Synergy_Bliss=-1.86, Synergy_Loewe=-11.0, Synergy_HSA=-7.04.